Dataset: Forward reaction prediction with 1.9M reactions from USPTO patents (1976-2016). Task: Predict the product of the given reaction. The product is: [F:8][C:5]1[CH:6]=[CH:7][C:2]2[NH:1][C:13](=[S:14])[O:9][C:3]=2[CH:4]=1. Given the reactants [NH2:1][C:2]1[CH:7]=[CH:6][C:5]([F:8])=[CH:4][C:3]=1[OH:9].C(O[C:13](S[K])=[S:14])C, predict the reaction product.